This data is from Full USPTO retrosynthesis dataset with 1.9M reactions from patents (1976-2016). The task is: Predict the reactants needed to synthesize the given product. Given the product [CH3:47][O:46][C:39]1[CH:40]=[C:41]([O:44][CH3:45])[CH:42]=[CH:43][C:38]=1[CH2:37][NH:36][C:32]1[N:31]=[CH:30][N:29]=[C:28]2[C:33]=1[N:34]=[CH:35][N:27]2[C@H:19]1[C@@H:20]2[O:24][C:23]([CH3:25])([CH3:26])[O:22][C@@H:21]2[C@@H:17]([CH2:16][NH:15][CH:49]2[CH2:50][CH:51]([CH2:53][CH2:54][C:55]([O:57][CH2:58][CH3:59])=[O:56])[CH2:52]2)[CH2:18]1, predict the reactants needed to synthesize it. The reactants are: C(O[BH-](OC(=O)C)OC(=O)C)(=O)C.[Na+].[NH2:15][CH2:16][C@@H:17]1[C@H:21]2[O:22][C:23]([CH3:26])([CH3:25])[O:24][C@H:20]2[C@H:19]([N:27]2[CH:35]=[N:34][C:33]3[C:28]2=[N:29][CH:30]=[N:31][C:32]=3[NH:36][CH2:37][C:38]2[CH:43]=[CH:42][C:41]([O:44][CH3:45])=[CH:40][C:39]=2[O:46][CH3:47])[CH2:18]1.O=[C:49]1[CH2:52][CH:51]([CH2:53][CH2:54][C:55]([O:57][CH2:58][CH3:59])=[O:56])[CH2:50]1.C(O)(=O)C.ClCCCl.